Dataset: Forward reaction prediction with 1.9M reactions from USPTO patents (1976-2016). Task: Predict the product of the given reaction. (1) Given the reactants [Br:1][C:2]1[CH:7]=[CH:6][CH:5]=[CH:4][C:3]=1[S:8]([N:11]1[CH2:16][CH2:15][CH:14]([C:17]2[N:18]=[CH:19][N:20](S(C3C=CC=CC=3Br)(=O)=O)[CH:21]=2)[CH2:13][CH2:12]1)(=[O:10])=[O:9].CS(C)=O.[Li+].[OH-], predict the reaction product. The product is: [Br:1][C:2]1[CH:7]=[CH:6][CH:5]=[CH:4][C:3]=1[S:8]([N:11]1[CH2:12][CH2:13][CH:14]([C:17]2[N:18]=[CH:19][NH:20][CH:21]=2)[CH2:15][CH2:16]1)(=[O:10])=[O:9]. (2) Given the reactants [F:1][C:2]1[C:7]([F:8])=[C:6]([F:9])[CH:5]=[C:4]([F:10])[C:3]=1[N:11]1[C:19]2[C:14](=[CH:15][C:16]([CH3:20])=[CH:17][CH:18]=2)[CH2:13][C:12]1=[O:21].C([OH:24])C, predict the reaction product. The product is: [CH3:20][C:16]1[CH:17]=[CH:18][C:19]([NH:11][C:3]2[C:4]([F:10])=[CH:5][C:6]([F:9])=[C:7]([F:8])[C:2]=2[F:1])=[C:14]([CH2:13][C:12]([OH:21])=[O:24])[CH:15]=1. (3) The product is: [Cl:7][C:8]1[C:14]([N+:15]([O-:17])=[O:16])=[CH:13][CH:12]=[CH:11][C:9]=1[NH2:10]. Given the reactants C(=O)([O-])O.[Na+].Br.[Cl:7][C:8]1[C:14]([N+:15]([O-:17])=[O:16])=[CH:13][CH:12]=[CH:11][C:9]=1[NH2:10], predict the reaction product. (4) Given the reactants [CH2:1]([O:8][C:9]1[CH:10]=[C:11]([C:15]2[C:28](=[O:29])[N:27]([CH2:30][CH2:31][O:32][CH3:33])[C:18]3[N:19]=[C:20](S(C)=O)[N:21]=[C:22]([CH3:23])[C:17]=3[CH:16]=2)[CH:12]=[CH:13][CH:14]=1)[C:2]1[CH:7]=[CH:6][CH:5]=[CH:4][CH:3]=1.C(N(CC)CC)C.Cl.[CH3:42][O:43][C:44]([C:46]1[N:47]([CH3:52])[CH:48]=[C:49]([NH2:51])[CH:50]=1)=[O:45], predict the reaction product. The product is: [CH3:42][O:43][C:44]([C:46]1[N:47]([CH3:52])[CH:48]=[C:49]([NH:51][C:20]2[N:21]=[C:22]([CH3:23])[C:17]3[CH:16]=[C:15]([C:11]4[CH:12]=[CH:13][CH:14]=[C:9]([O:8][CH2:1][C:2]5[CH:7]=[CH:6][CH:5]=[CH:4][CH:3]=5)[CH:10]=4)[C:28](=[O:29])[N:27]([CH2:30][CH2:31][O:32][CH3:33])[C:18]=3[N:19]=2)[CH:50]=1)=[O:45]. (5) Given the reactants [N+:1]([C:4]1[CH:17]=[CH:16][C:7]([O:8][CH2:9][CH2:10][N:11]2[CH2:15][CH2:14][CH2:13][CH2:12]2)=[CH:6][CH:5]=1)([O-])=O, predict the reaction product. The product is: [N:11]1([CH2:10][CH2:9][O:8][C:7]2[CH:6]=[CH:5][C:4]([NH2:1])=[CH:17][CH:16]=2)[CH2:15][CH2:14][CH2:13][CH2:12]1. (6) Given the reactants C(OC(=O)[NH:7][C:8]1[CH:13]=[C:12](OCC(F)(F)F)[C:11]([C:20]([F:23])([F:22])[F:21])=[CH:10][C:9]=1[NH:24][C:25](=[O:37])[CH2:26][C:27]([C:29]1[CH:34]=[CH:33][N:32]=[C:31]([C:35]#[N:36])[CH:30]=1)=O)(C)(C)C.[C:39](O)([C:41]([F:44])([F:43])[F:42])=[O:40], predict the reaction product. The product is: [O:37]=[C:25]1[CH2:26][C:27]([C:29]2[CH:34]=[CH:33][N:32]=[C:31]([C:35]#[N:36])[CH:30]=2)=[N:7][C:8]2[CH:13]=[C:12]([O:40][CH2:39][C:41]([F:44])([F:43])[F:42])[C:11]([C:20]([F:23])([F:22])[F:21])=[CH:10][C:9]=2[NH:24]1.